This data is from Reaction yield outcomes from USPTO patents with 853,638 reactions. The task is: Predict the reaction yield, written as a fraction of the theoretical maximum amount of product (1.0 means a 100% yield; for example, 0.34 means a 34% yield). (1) The reactants are [OH:1][C:2]1[C:3]([C:14](=[O:16])[CH3:15])=[CH:4][C:5]2[O:10][CH2:9][CH2:8][O:7][C:6]=2[C:11]=1[O:12][CH3:13].[CH3:17]I. The catalyst is CN(C=O)C.O. The product is [CH3:17][O:1][C:2]1[C:3]([C:14](=[O:16])[CH3:15])=[CH:4][C:5]2[O:10][CH2:9][CH2:8][O:7][C:6]=2[C:11]=1[O:12][CH3:13]. The yield is 0.470. (2) The reactants are C[O:2][C:3]([CH:5]1[CH2:9][CH2:8][N:7]([CH2:10][C:11]2[N:20]=[CH:19][C:18]3[C:13](=[CH:14][CH:15]=[C:16]([O:21][CH:22]4[CH2:27][CH2:26][CH:25]([C:28]([CH3:32])([CH3:31])[CH2:29][CH3:30])[CH2:24][CH2:23]4)[CH:17]=3)[N:12]=2)[CH2:6]1)=[O:4].CO.O1CCCC1.[OH-].[Li+].O. No catalyst specified. The product is [CH3:32][C:28]([CH:25]1[CH2:24][CH2:23][CH:22]([O:21][C:16]2[CH:17]=[C:18]3[C:13](=[CH:14][CH:15]=2)[N:12]=[C:11]([CH2:10][N:7]2[CH2:8][CH2:9][CH:5]([C:3]([OH:4])=[O:2])[CH2:6]2)[N:20]=[CH:19]3)[CH2:27][CH2:26]1)([CH3:31])[CH2:29][CH3:30]. The yield is 0.900. (3) The reactants are [NH2:1][C:2]1[NH:7][C:6](=[O:8])[CH:5]=[C:4](Cl)[N:3]=1.[NH2:10][NH2:11]. The catalyst is O. The product is [NH2:1][C:2]1[NH:7][C:6](=[O:8])[CH:5]=[C:4]([NH:10][NH2:11])[N:3]=1. The yield is 0.460.